From a dataset of Forward reaction prediction with 1.9M reactions from USPTO patents (1976-2016). Predict the product of the given reaction. (1) Given the reactants [CH3:1][N:2]1[C:11]2[CH:10]=[CH:9][CH:8]=[C:7]3[C@@H:12]4[CH2:17][N:16]([CH2:18][CH2:19][CH2:20][C:21]([C:23]5[CH:28]=[CH:27][C:26]([F:29])=[CH:25][CH:24]=5)=[O:22])[CH2:15][CH2:14][C@@H:13]4[N:5]([C:6]=23)[CH2:4][CH2:3]1.[C:30]([O:36][CH2:37]Cl)(=[O:35])[C:31]([CH3:34])([CH3:33])[CH3:32].[Na+].[I-], predict the reaction product. The product is: [CH:30]([O-:36])=[O:35].[CH3:32][C:31]([CH3:34])([CH3:33])[C:30]([O:36][CH2:37][N+:16]1([CH2:18][CH2:19][CH2:20][C:21]([C:23]2[CH:24]=[CH:25][C:26]([F:29])=[CH:27][CH:28]=2)=[O:22])[CH2:15][CH2:14][C@@H:13]2[N:5]3[C:6]4[C:7]([C@@H:12]2[CH2:17]1)=[CH:8][CH:9]=[CH:10][C:11]=4[N:2]([CH3:1])[CH2:3][CH2:4]3)=[O:35]. (2) Given the reactants [CH2:1]([S:6]([OH:9])(=[O:8])=[O:7])[S:2]([OH:5])(=[O:4])=[O:3].C(=O)([O-])[O-].[Ag+2:14].C(=O)=O, predict the reaction product. The product is: [CH2:1]([S:6]([O-:9])(=[O:8])=[O:7])[S:2]([O-:5])(=[O:4])=[O:3].[Ag+2:14]. (3) Given the reactants [Cl:1][C:2]1[N:7]=[C:6]([C:8]([O:10][CH2:11][CH3:12])=[O:9])[C:5]([N+:13]([O-])=O)=[C:4]([Cl:16])[N:3]=1, predict the reaction product. The product is: [NH2:13][C:5]1[C:6]([C:8]([O:10][CH2:11][CH3:12])=[O:9])=[N:7][C:2]([Cl:1])=[N:3][C:4]=1[Cl:16].